This data is from Full USPTO retrosynthesis dataset with 1.9M reactions from patents (1976-2016). The task is: Predict the reactants needed to synthesize the given product. (1) Given the product [CH:1]1([N:3]2[C:8](=[O:9])[C:7]([NH:11][C:12](=[O:23])[C:13]3[CH:18]=[C:17]([F:19])[C:16]([F:20])=[C:15]([F:21])[C:14]=3[F:22])([CH3:10])[C:6](=[O:24])[NH:5][C:4]2=[O:25])[CH2:36][CH2:35][CH2:34][CH2:39][CH2:2]1, predict the reactants needed to synthesize it. The reactants are: [CH2:1]([N:3]1[C:8](=[O:9])[C:7]([NH:11][C:12](=[O:23])[C:13]2[CH:18]=[C:17]([F:19])[C:16]([F:20])=[C:15]([F:21])[C:14]=2[F:22])([CH3:10])[C:6](=[O:24])[NH:5][C:4]1=[O:25])[CH3:2].NC1(C)C(=O)N([CH:34]2[CH2:39]CC[CH2:36][CH2:35]2)C(=O)NC1=O. (2) Given the product [CH3:3][CH:2]([C:4]([O:6][C:7]1[CH:8]=[CH:9][C:10]([CH2:29][OH:30])=[CH:11][C:12]=1[C@@H:13]([C:23]1[CH:28]=[CH:27][CH:26]=[CH:25][CH:24]=1)[CH2:14][CH2:15][N:16]([CH:20]([CH3:21])[CH3:22])[CH:17]([CH3:18])[CH3:19])=[O:5])[CH3:1].[CH:46](/[C:45]([OH:52])=[O:51])=[CH:47]\[C:48]([OH:50])=[O:49], predict the reactants needed to synthesize it. The reactants are: [CH3:1][CH:2]([C:4]([O:6][C:7]1[CH:8]=[CH:9][C:10]([CH2:29][OH:30])=[CH:11][C:12]=1[C@@H:13]([C:23]1[CH:24]=[CH:25][CH:26]=[CH:27][CH:28]=1)[CH2:14][CH2:15][N:16]([CH:20]([CH3:22])[CH3:21])[CH:17]([CH3:19])[CH3:18])=[O:5])[CH3:3].ClC1C=CC=CC=1C(O)C([O-])=O.[OH-].[Na+].[C:45]([OH:52])(=[O:51])/[CH:46]=[CH:47]/[C:48]([OH:50])=[O:49].